Dataset: Forward reaction prediction with 1.9M reactions from USPTO patents (1976-2016). Task: Predict the product of the given reaction. (1) Given the reactants COC1C=CC(P2(SP(C3C=CC(OC)=CC=3)(=S)S2)=[S:10])=CC=1.[CH2:23]([CH:26]1[CH2:32][CH2:31][CH:30]([C:33]2[CH:38]=[CH:37][CH:36]=[C:35]([F:39])[C:34]=2[F:40])[CH2:29][NH:28][C:27]1=O)[CH:24]=[CH2:25], predict the reaction product. The product is: [CH2:23]([CH:26]1[CH2:32][CH2:31][CH:30]([C:33]2[CH:38]=[CH:37][CH:36]=[C:35]([F:39])[C:34]=2[F:40])[CH2:29][NH:28][C:27]1=[S:10])[CH:24]=[CH2:25]. (2) Given the reactants [C-:1]#[N:2].[K+].CS(O[CH2:9][CH2:10][CH:11]([C:24]1[CH:29]=[CH:28][C:27]([Cl:30])=[CH:26][C:25]=1[CH3:31])[C:12]1[C:20]2[C:15](=[C:16]([CH2:21][S:22][CH3:23])[CH:17]=[CH:18][CH:19]=2)[NH:14][CH:13]=1)(=O)=O, predict the reaction product. The product is: [Cl:30][C:27]1[CH:28]=[CH:29][C:24]([CH:11]([C:12]2[C:20]3[C:15](=[C:16]([CH2:21][S:22][CH3:23])[CH:17]=[CH:18][CH:19]=3)[NH:14][CH:13]=2)[CH2:10][CH2:9][C:1]#[N:2])=[C:25]([CH3:31])[CH:26]=1. (3) Given the reactants [C:1]([O:5][C:6](=[O:22])[CH2:7][N:8]=C(C1C=CC=CC=1)C1C=CC=CC=1)([CH3:4])([CH3:3])[CH3:2].C[Si](C)(C)N[Si](C)(C)C.[Li].Br[CH2:34][C:35]1[CH:36]=[CH:37][C:38]([NH:41][C:42](=[O:48])[O:43][C:44]([CH3:47])([CH3:46])[CH3:45])=[N:39][CH:40]=1, predict the reaction product. The product is: [NH2:8][CH:7]([CH2:34][C:35]1[CH:40]=[N:39][C:38]([NH:41][C:42]([O:43][C:44]([CH3:47])([CH3:46])[CH3:45])=[O:48])=[CH:37][CH:36]=1)[C:6]([O:5][C:1]([CH3:4])([CH3:3])[CH3:2])=[O:22]. (4) Given the reactants [Cl:1][C:2]1[CH:3]=[C:4]([B:9]([OH:11])[OH:10])[CH:5]=[C:6]([Cl:8])[CH:7]=1.O[C:13]([C:16](O)([CH3:18])[CH3:17])([CH3:15])[CH3:14], predict the reaction product. The product is: [Cl:8][C:6]1[CH:5]=[C:4]([B:9]2[O:10][C:16]([CH3:18])([CH3:17])[C:13]([CH3:15])([CH3:14])[O:11]2)[CH:3]=[C:2]([Cl:1])[CH:7]=1. (5) Given the reactants [OH:1][CH2:2][CH2:3][CH2:4][C:5]1([CH:29]([CH3:31])[CH3:30])OC(=O)[N:8]([C@H:12]([C:14]2[CH:19]=[CH:18][C:17](B3OC(C)(C)C(C)(C)O3)=[CH:16][CH:15]=2)[CH3:13])[CH2:7][CH2:6]1.CC(C)(C[C@@]1(C2C=CC=CC=2)OC(=O)N([C@H](C2C=CC([C:52]3[CH:57]=[CH:56][NH:55][C:54](=[O:58])[CH:53]=3)=CC=2)C)CC1)C#N.[C:66]([O-:69])([O-])=[O:67].[Cs+].[Cs+].[CH3:72]COC(C)=O, predict the reaction product. The product is: [OH:1][CH2:2][CH2:3][CH2:4][C:5]1([CH:29]([CH3:30])[CH3:31])[O:69][C:66](=[O:67])[N:8]([C@H:12]([C:14]2[CH:15]=[CH:16][C:17]([C:52]3[CH:57]=[CH:56][N:55]([CH3:72])[C:54](=[O:58])[CH:53]=3)=[CH:18][CH:19]=2)[CH3:13])[CH2:7][CH2:6]1. (6) Given the reactants CN(C)C=O.[C:6]([NH:9][C:10]1[CH:18]=[CH:17][C:13]([C:14]([OH:16])=O)=[CH:12][C:11]=1[N+:19]([O-:21])=[O:20])(=[O:8])[CH3:7].[CH2:22]([S:26]([NH2:29])(=[O:28])=[O:27])[CH2:23][CH2:24][CH3:25].C1(C2CCCCCCCCCC=2)CCCCCCCCNN=1, predict the reaction product. The product is: [CH2:22]([S:26]([NH:29][C:14](=[O:16])[C:13]1[CH:17]=[CH:18][C:10]([NH:9][C:6](=[O:8])[CH3:7])=[C:11]([N+:19]([O-:21])=[O:20])[CH:12]=1)(=[O:28])=[O:27])[CH2:23][CH2:24][CH3:25].